This data is from Reaction yield outcomes from USPTO patents with 853,638 reactions. The task is: Predict the reaction yield, written as a fraction of the theoretical maximum amount of product (1.0 means a 100% yield; for example, 0.34 means a 34% yield). (1) The reactants are [CH3:1][C:2]1([CH3:11])[C:5](=[O:6])[CH2:4][CH:3]1[C:7]([O:9]C)=[O:8].[OH-].[Na+].Cl. The catalyst is CO. The product is [CH3:1][C:2]1([CH3:11])[C:5](=[O:6])[CH2:4][CH:3]1[C:7]([OH:9])=[O:8]. The yield is 0.880. (2) The product is [N:31]1[CH:36]=[CH:35][CH:34]=[CH:33][C:32]=1[CH2:37][N:1]1[CH2:6][CH2:5][CH:4]([O:7][C:8]2[CH:16]=[CH:15][C:11]([C:12]([NH2:14])=[O:13])=[CH:10][N:9]=2)[CH2:3][CH2:2]1. The reactants are [NH:1]1[CH2:6][CH2:5][CH:4]([O:7][C:8]2[CH:16]=[CH:15][C:11]([C:12]([NH2:14])=[O:13])=[CH:10][N:9]=2)[CH2:3][CH2:2]1.C(O[BH-](OC(=O)C)OC(=O)C)(=O)C.[Na+].[N:31]1[CH:36]=[CH:35][CH:34]=[CH:33][C:32]=1[CH:37]=O. The yield is 0.590. The catalyst is C(Cl)Cl. (3) The reactants are FC1C=CC=CC=1NC(=O)NC1C=CC(C2SC(C3CCC(CC(O)=O)CC3)=NC=2)=CC=1.[Cl:33][C:34]1[CH:39]=[CH:38][CH:37]=[CH:36][C:35]=1[NH:40][C:41](=[O:69])[NH:42][C:43]1[CH:48]=[CH:47][C:46]([C:49]2[S:53][C:52]([CH:54]3[CH2:59][CH2:58][N:57]([CH:60]([CH3:68])[C:61]([O:63]C(C)(C)C)=[O:62])[CH2:56][CH2:55]3)=[N:51][CH:50]=2)=[CH:45][CH:44]=1.FC(F)(F)C(O)=O. No catalyst specified. The product is [Cl:33][C:34]1[CH:39]=[CH:38][CH:37]=[CH:36][C:35]=1[NH:40][C:41](=[O:69])[NH:42][C:43]1[CH:44]=[CH:45][C:46]([C:49]2[S:53][C:52]([CH:54]3[CH2:55][CH2:56][N:57]([CH:60]([CH3:68])[C:61]([OH:63])=[O:62])[CH2:58][CH2:59]3)=[N:51][CH:50]=2)=[CH:47][CH:48]=1. The yield is 0.390.